This data is from Catalyst prediction with 721,799 reactions and 888 catalyst types from USPTO. The task is: Predict which catalyst facilitates the given reaction. (1) Reactant: [NH2:1][C:2]1[CH:3]=[C:4]([C:8]2[C:16]3[O:15][C:14]([C:17]([NH:19][C@@H:20]4[CH:25]5[CH2:26][CH2:27][N:22]([CH2:23][CH2:24]5)[CH2:21]4)=[O:18])=[CH:13][C:12]=3[CH:11]=[CH:10][CH:9]=2)[CH:5]=[CH:6][CH:7]=1.[CH:28]1([C:31]([Cl:33])=[O:32])[CH2:30][CH2:29]1.C(N(CC)CC)C.O. The catalyst class is: 1. Product: [ClH:33].[N:22]12[CH2:23][CH2:24][CH:25]([CH2:26][CH2:27]1)[C@@H:20]([NH:19][C:17]([C:14]1[O:15][C:16]3[C:8]([C:4]4[CH:5]=[CH:6][CH:7]=[C:2]([NH:1][C:31]([CH:28]5[CH2:30][CH2:29]5)=[O:32])[CH:3]=4)=[CH:9][CH:10]=[CH:11][C:12]=3[CH:13]=1)=[O:18])[CH2:21]2. (2) Reactant: [CH:1]1[C:10]2[C:5](=[CH:6][CH:7]=[CH:8][CH:9]=2)[CH:4]=[CH:3][C:2]=1[O:11][CH2:12][CH2:13][CH2:14][OH:15].CC(C)([O-])C.[K+].Cl[CH2:23][N:24]1[CH:28]=[C:27]([C:29]2[CH:34]=[CH:33][CH:32]=[CH:31][CH:30]=2)[N:26]=[N:25]1. Product: [CH:1]1[C:10]2[C:5](=[CH:6][CH:7]=[CH:8][CH:9]=2)[CH:4]=[CH:3][C:2]=1[O:11][CH2:12][CH2:13][CH2:14][O:15][CH2:23][N:24]1[CH:28]=[C:27]([C:29]2[CH:30]=[CH:31][CH:32]=[CH:33][CH:34]=2)[N:26]=[N:25]1. The catalyst class is: 7. (3) Reactant: [Cl:1][C:2]1[CH:11]=[CH:10][C:9]([NH2:12])=[C:8]2[C:3]=1[CH:4]=[CH:5][CH:6]=[N:7]2.[N+:13]([C:16]1[CH:21]=[CH:20][CH:19]=[CH:18][C:17]=1[S:22](Cl)(=[O:24])=[O:23])([O-:15])=[O:14].N1C=CC=CC=1. Product: [Cl:1][C:2]1[CH:11]=[CH:10][C:9]([NH:12][S:22]([C:17]2[CH:18]=[CH:19][CH:20]=[CH:21][C:16]=2[N+:13]([O-:15])=[O:14])(=[O:23])=[O:24])=[C:8]2[C:3]=1[CH:4]=[CH:5][CH:6]=[N:7]2. The catalyst class is: 2. (4) Product: [C:1]([NH:19][C:18]1[N:10]=[CH:11][N:12]=[C:13]2[C:17]=1[NH:16][CH:15]=[N:14]2)(=[O:8])[C:2]1[CH:7]=[CH:6][CH:5]=[CH:4][CH:3]=1. The catalyst class is: 17. Reactant: [C:1](Cl)(=[O:8])[C:2]1[CH:7]=[CH:6][CH:5]=[CH:4][CH:3]=1.[N:10]1[C:18]([NH2:19])=[C:17]2[C:13]([N:14]=[CH:15][NH:16]2)=[N:12][CH:11]=1. (5) Reactant: [CH3:1][O:2][C:3]1[C:7]([C:8]([F:11])([F:10])[F:9])=[C:6]([NH2:12])[N:5]([C:13]2[CH:18]=[CH:17][CH:16]=[CH:15][CH:14]=2)[N:4]=1.C1N=CN([C:24](N2C=NC=C2)=[O:25])C=1.CCN(C(C)C)C(C)C.Cl.Cl.[F:42][C:43]1[CH:44]=[C:45]([C@@H:50]2[CH2:54][N:53]([CH2:55][CH2:56][O:57][CH3:58])[CH2:52][C@H:51]2[NH2:59])[CH:46]=[CH:47][C:48]=1[F:49]. Product: [F:42][C:43]1[CH:44]=[C:45]([C@@H:50]2[CH2:54][N:53]([CH2:55][CH2:56][O:57][CH3:58])[CH2:52][C@H:51]2[NH:59][C:24]([NH:12][C:6]2[N:5]([C:13]3[CH:18]=[CH:17][CH:16]=[CH:15][CH:14]=3)[N:4]=[C:3]([O:2][CH3:1])[C:7]=2[C:8]([F:11])([F:10])[F:9])=[O:25])[CH:46]=[CH:47][C:48]=1[F:49]. The catalyst class is: 3. (6) Reactant: Br.[S:2]1[CH:6]=[CH:5][N:4]2[CH:7]=[C:8]([C:10]([OH:12])=O)[N:9]=[C:3]12.CN(C(ON1N=NC2C=CC=CC1=2)=[N+](C)C)C.F[P-](F)(F)(F)(F)F.CCN(C(C)C)C(C)C.[CH3:46][O:47][C:48]1[N:53]=[CH:52][C:51]([N:54]2[CH2:59][CH2:58][O:57][C:56]3[CH:60]=[N:61][C:62]([O:64][C@H:65]4[CH2:69][CH2:68][NH:67][CH2:66]4)=[CH:63][C:55]2=3)=[CH:50][C:49]=1[C:70]([F:73])([F:72])[F:71]. Product: [S:2]1[CH:6]=[CH:5][N:4]2[CH:7]=[C:8]([C:10]([N:67]3[CH2:68][CH2:69][C@H:65]([O:64][C:62]4[N:61]=[CH:60][C:56]5[O:57][CH2:58][CH2:59][N:54]([C:51]6[CH:52]=[N:53][C:48]([O:47][CH3:46])=[C:49]([C:70]([F:73])([F:72])[F:71])[CH:50]=6)[C:55]=5[CH:63]=4)[CH2:66]3)=[O:12])[N:9]=[C:3]12. The catalyst class is: 3. (7) Reactant: [CH3:1][C:2]1[C:3]([C:10]2[CH:11]=[N:12][C:13]([C:16]([F:19])([F:18])[F:17])=[CH:14][CH:15]=2)=[CH:4][C:5]([C:8]#[N:9])=[N:6][CH:7]=1.[ClH:20]. Product: [ClH:20].[CH3:1][C:2]1[C:3]([C:10]2[CH:11]=[N:12][C:13]([C:16]([F:19])([F:17])[F:18])=[CH:14][CH:15]=2)=[CH:4][C:5]([CH2:8][NH2:9])=[N:6][CH:7]=1. The catalyst class is: 19. (8) Reactant: [Cl:1][C:2]1[CH:7]=[CH:6][CH:5]=[C:4]([CH2:8][OH:9])[C:3]=1[NH:10][C:11]([C:13]1[S:17][C:16]([NH:18][C:19]([C:32]2[CH:37]=[CH:36][CH:35]=[CH:34][CH:33]=2)([C:26]2[CH:31]=[CH:30][CH:29]=[CH:28][CH:27]=2)[C:20]2[CH:25]=[CH:24][CH:23]=[CH:22][CH:21]=2)=[N:15][CH:14]=1)=[O:12].CN1CCOCC1.[CH3:45][C:46]([CH3:51])([CH3:50])[C:47](Cl)=[O:48].[NH4+].[Cl-]. Product: [C:47]([O:9][CH2:8][C:4]1[CH:5]=[CH:6][CH:7]=[C:2]([Cl:1])[C:3]=1[NH:10][C:11]([C:13]1[S:17][C:16]([NH:18][C:19]([C:32]2[CH:37]=[CH:36][CH:35]=[CH:34][CH:33]=2)([C:26]2[CH:27]=[CH:28][CH:29]=[CH:30][CH:31]=2)[C:20]2[CH:25]=[CH:24][CH:23]=[CH:22][CH:21]=2)=[N:15][CH:14]=1)=[O:12])(=[O:48])[C:46]([CH3:51])([CH3:50])[CH3:45]. The catalyst class is: 20. (9) Product: [OH:12][C:5]1[CH:6]=[C:7]([O:10][CH3:11])[CH:8]=[CH:9][C:4]=1[NH:1][C:17](=[O:18])[CH3:16]. Reactant: [N+:1]([C:4]1[CH:9]=[CH:8][C:7]([O:10][CH3:11])=[CH:6][C:5]=1[OH:12])([O-])=O.[H][H].C1C[O:18][CH2:17][CH2:16]1. The catalyst class is: 45.